Dataset: Full USPTO retrosynthesis dataset with 1.9M reactions from patents (1976-2016). Task: Predict the reactants needed to synthesize the given product. (1) The reactants are: [OH:1][CH:2]([C:6]1[CH:11]=[CH:10][C:9]([C:12]2[N:16]=[C:15]([C:17]3[O:21][N:20]=[C:19]([C:22]4[CH:27]=[CH:26][CH:25]=[CH:24][CH:23]=4)[C:18]=3[C:28]([F:31])([F:30])[F:29])[O:14][N:13]=2)=[CH:8][CH:7]=1)[C:3]([OH:5])=O.C[N:33]1CCOCC1.N.CN(C(ON1N=NC2C=CC=NC1=2)=[N+](C)C)C.F[P-](F)(F)(F)(F)F. Given the product [OH:1][CH:2]([C:6]1[CH:7]=[CH:8][C:9]([C:12]2[N:16]=[C:15]([C:17]3[O:21][N:20]=[C:19]([C:22]4[CH:27]=[CH:26][CH:25]=[CH:24][CH:23]=4)[C:18]=3[C:28]([F:29])([F:30])[F:31])[O:14][N:13]=2)=[CH:10][CH:11]=1)[C:3]([NH2:33])=[O:5], predict the reactants needed to synthesize it. (2) Given the product [F:1][CH2:2][CH2:3][O:4][C:5]1[CH:14]=[C:13]2[C:8]([N:9]=[CH:10][C:11]([C:15]3[CH:21]=[CH:20][C:18]([NH:19][CH3:29])=[CH:17][CH:16]=3)=[N:12]2)=[CH:7][CH:6]=1, predict the reactants needed to synthesize it. The reactants are: [F:1][CH2:2][CH2:3][O:4][C:5]1[CH:14]=[C:13]2[C:8]([N:9]=[CH:10][C:11]([C:15]3[CH:21]=[CH:20][C:18]([NH2:19])=[CH:17][CH:16]=3)=[N:12]2)=[CH:7][CH:6]=1.C=O.C[O-].[Na+].B.[Na].[C:29](=O)([O-])O.[Na+]. (3) Given the product [F:1][C@@H:2]1[C@@H:8]([OH:9])[C@H:7]([CH2:6][OH:5])[O:10][CH:3]1[OH:4], predict the reactants needed to synthesize it. The reactants are: [F:1][C@@H:2]1[C@@H:8]([OH:9])[C@@H:7]([OH:10])[CH2:6][O:5][CH:3]1[OH:4].Cl. (4) Given the product [CH3:22][C:21]1[O:1][C:2]([C@@H:3]([NH:11][C:12](=[O:18])[O:13][C:14]([CH3:17])([CH3:16])[CH3:15])[CH2:4][C:5]2[CH:10]=[CH:9][CH:8]=[CH:7][CH:6]=2)=[N:19][CH:20]=1, predict the reactants needed to synthesize it. The reactants are: [O:1]=[C:2]([NH:19][CH2:20][C:21]#[CH:22])[C@@H:3]([NH:11][C:12](=[O:18])[O:13][C:14]([CH3:17])([CH3:16])[CH3:15])[CH2:4][C:5]1[CH:10]=[CH:9][CH:8]=[CH:7][CH:6]=1. (5) Given the product [BrH:32].[CH2:14]([NH:13][CH:11]1[C:10]2=[N:21][C:22]([C:26]3[CH:31]=[CH:30][N:29]=[CH:28][N:27]=3)=[CH:23][C:24](=[O:25])[N:9]2[CH2:8][CH2:7][NH:6][CH2:12]1)[C:15]1[CH:16]=[CH:17][CH:18]=[CH:19][CH:20]=1, predict the reactants needed to synthesize it. The reactants are: C(OC([N:6]1[CH2:12][CH:11]([NH:13][CH2:14][C:15]2[CH:20]=[CH:19][CH:18]=[CH:17][CH:16]=2)[C:10]2=[N:21][C:22]([C:26]3[CH:31]=[CH:30][N:29]=[CH:28][N:27]=3)=[CH:23][C:24](=[O:25])[N:9]2[CH2:8][CH2:7]1)=O)C.[BrH:32]. (6) The reactants are: [CH3:1][C@H:2]1[NH:7][CH2:6][CH2:5][NH:4][CH2:3]1.C(O)(=O)C.[C:12]([O:16][C:17](O[C:17]([O:16][C:12]([CH3:15])([CH3:14])[CH3:13])=[O:18])=[O:18])([CH3:15])([CH3:14])[CH3:13]. Given the product [CH3:1][C@H:2]1[NH:7][CH2:6][CH2:5][N:4]([C:17]([O:16][C:12]([CH3:15])([CH3:14])[CH3:13])=[O:18])[CH2:3]1, predict the reactants needed to synthesize it.